Dataset: Reaction yield outcomes from USPTO patents with 853,638 reactions. Task: Predict the reaction yield, written as a fraction of the theoretical maximum amount of product (1.0 means a 100% yield; for example, 0.34 means a 34% yield). (1) The reactants are Br[C:2]1[C:7]([CH3:8])=[CH:6][C:5]([N+:9]([O-:11])=[O:10])=[CH:4][N:3]=1.[F:12][C:13]([F:25])([F:24])[O:14][C:15]1[CH:16]=[C:17](B(O)O)[CH:18]=[CH:19][CH:20]=1. No catalyst specified. The product is [CH3:8][C:7]1[C:2]([C:17]2[CH:18]=[CH:19][CH:20]=[C:15]([O:14][C:13]([F:12])([F:24])[F:25])[CH:16]=2)=[N:3][CH:4]=[C:5]([N+:9]([O-:11])=[O:10])[CH:6]=1. The yield is 0.910. (2) The reactants are C([O:3][C:4]([C:6]1[C:7]([CH3:31])=[N:8][C:9]([NH:13][CH2:14]/[CH:15]=[CH:16]/[C:17]2[CH:22]=[CH:21][CH:20]=[C:19]([O:23][CH2:24][C:25]3[CH:30]=[CH:29][CH:28]=[CH:27][CH:26]=3)[N:18]=2)=[N:10][C:11]=1[CH3:12])=[O:5])C.O.[OH-].[Li+]. The catalyst is O1CCOCC1.O. The product is [CH2:24]([O:23][C:19]1[N:18]=[C:17](/[CH:16]=[CH:15]/[CH2:14][NH:13][C:9]2[N:10]=[C:11]([CH3:12])[C:6]([C:4]([OH:5])=[O:3])=[C:7]([CH3:31])[N:8]=2)[CH:22]=[CH:21][CH:20]=1)[C:25]1[CH:26]=[CH:27][CH:28]=[CH:29][CH:30]=1. The yield is 0.860. (3) The reactants are [CH3:1][O:2][C:3](=[O:20])[C:4]1[CH:9]=[C:8]([CH:10]=C)[C:7]([C:12]([F:15])([F:14])[F:13])=[CH:6][C:5]=1[NH:16][C:17](=[O:19])[CH3:18].[O:21]=[O+][O-].O=O.CSC.C1(P(C2C=CC=CC=2)C2C=CC=CC=2)C=CC=CC=1. The catalyst is C(Cl)Cl. The product is [CH3:1][O:2][C:3](=[O:20])[C:4]1[CH:9]=[C:8]([CH:10]=[O:21])[C:7]([C:12]([F:15])([F:14])[F:13])=[CH:6][C:5]=1[NH:16][C:17](=[O:19])[CH3:18]. The yield is 0.830.